From a dataset of Full USPTO retrosynthesis dataset with 1.9M reactions from patents (1976-2016). Predict the reactants needed to synthesize the given product. (1) Given the product [ClH:44].[F:1][C:2]1[CH:7]=[CH:6][C:5]([C:8]2[C:9]([N:14]3[CH2:15][CH2:16][N:17]([CH2:28][C:26]4[CH:25]=[N:24][N:23]([CH2:22][CH2:21][OH:20])[CH:27]=4)[CH2:18][CH2:19]3)=[N:10][CH:11]=[CH:12][N:13]=2)=[CH:4][CH:3]=1, predict the reactants needed to synthesize it. The reactants are: [F:1][C:2]1[CH:7]=[CH:6][C:5]([C:8]2[C:9]([N:14]3[CH2:19][CH2:18][NH:17][CH2:16][CH2:15]3)=[N:10][CH:11]=[CH:12][N:13]=2)=[CH:4][CH:3]=1.[OH:20][CH2:21][CH2:22][N:23]1[CH:27]=[C:26]([CH:28]=O)[CH:25]=[N:24]1.C(O[BH-](OC(=O)C)OC(=O)C)(=O)C.[Na+].[Cl:44]CCCl. (2) The reactants are: [Cl:1][C:2]1[C:7]([CH3:8])=[C:6]([C:9]2[NH:13][N:12]=[N:11][N:10]=2)[C:5]([C:14]2[CH:19]=[CH:18][CH:17]=[C:16]([F:20])[CH:15]=2)=[C:4]([C:21](=O)[CH3:22])[CH:3]=1.C([O-])(=O)C.[NH4+].C([BH3-])#[N:30].[Na+]. Given the product [Cl:1][C:2]1[C:7]([CH3:8])=[C:6]([C:9]2[NH:13][N:12]=[N:11][N:10]=2)[C:5]([C:14]2[CH:19]=[CH:18][CH:17]=[C:16]([F:20])[CH:15]=2)=[C:4]([CH:21]([NH2:30])[CH3:22])[CH:3]=1, predict the reactants needed to synthesize it. (3) Given the product [CH3:1][O:2][C:3](=[O:18])[C:4]1[CH:9]=[C:8]([N:10]2[CH2:14][CH2:13][CH2:12][C:11]2=[O:16])[CH:7]=[C:6]([Cl:17])[CH:5]=1, predict the reactants needed to synthesize it. The reactants are: [CH3:1][O:2][C:3](=[O:18])[C:4]1[CH:9]=[C:8]([NH:10][C:11](=[O:16])[CH2:12][CH2:13][CH2:14]Cl)[CH:7]=[C:6]([Cl:17])[CH:5]=1. (4) Given the product [CH3:18][C:11]1[O:12][C:13]([C:14]([F:15])([F:16])[F:17])=[C:9]([C:7](=[O:8])[CH3:1])[N:10]=1, predict the reactants needed to synthesize it. The reactants are: [CH3:1][Mg]Br.CON(C)[C:7]([C:9]1[N:10]=[C:11]([CH3:18])[O:12][C:13]=1[C:14]([F:17])([F:16])[F:15])=[O:8]. (5) Given the product [O:25]=[S:22]1(=[O:26])[CH2:21][CH2:20][N:19]([C:17]2[N:16]=[C:15]([C:39]3[CH:40]=[CH:41][C:36]([CH3:35])=[CH:37][CH:38]=3)[C:12]3[CH2:13][CH2:14][NH:8][CH2:9][CH2:10][C:11]=3[N:18]=2)[CH2:24][CH2:23]1, predict the reactants needed to synthesize it. The reactants are: C(OC([N:8]1[CH2:14][CH2:13][C:12]2[C:15](OS(C(F)(F)F)(=O)=O)=[N:16][C:17]([N:19]3[CH2:24][CH2:23][S:22](=[O:26])(=[O:25])[CH2:21][CH2:20]3)=[N:18][C:11]=2[CH2:10][CH2:9]1)=O)(C)(C)C.[CH3:35][C:36]1[CH:41]=[CH:40][C:39](B(O)O)=[CH:38][CH:37]=1.C([O-])([O-])=O.[K+].[K+]. (6) Given the product [C:1]([O:5][C:6](=[O:24])[NH:7][CH:8]([CH:10]1[C:14]2([CH2:15][CH2:16]2)[CH2:13][NH:12][CH2:11]1)[CH3:9])([CH3:2])([CH3:3])[CH3:4], predict the reactants needed to synthesize it. The reactants are: [C:1]([O:5][C:6](=[O:24])[NH:7][CH:8]([CH:10]1[C:14]2([CH2:16][CH2:15]2)[CH2:13][N:12](CC2C=CC=CC=2)[CH2:11]1)[CH3:9])([CH3:4])([CH3:3])[CH3:2].[H][H].